Dataset: Full USPTO retrosynthesis dataset with 1.9M reactions from patents (1976-2016). Task: Predict the reactants needed to synthesize the given product. Given the product [CH2:7]([O:5][C:4](=[O:6])[CH2:3][C:1]#[N:2])[C:8]1[CH:13]=[CH:12][CH:11]=[CH:10][CH:9]=1, predict the reactants needed to synthesize it. The reactants are: [C:1]([CH2:3][C:4]([OH:6])=[O:5])#[N:2].[CH2:7](O)[C:8]1[CH:13]=[CH:12][CH:11]=[CH:10][CH:9]=1.CC1C=CC(S(O)(=O)=O)=CC=1.